Dataset: Reaction yield outcomes from USPTO patents with 853,638 reactions. Task: Predict the reaction yield, written as a fraction of the theoretical maximum amount of product (1.0 means a 100% yield; for example, 0.34 means a 34% yield). (1) The reactants are [Br:1][C:2]1[CH:3]=[C:4]([CH:21]=[CH:22][CH:23]=1)[CH2:5][N:6]1[C:14]2[C:13](=[O:15])[N:12]([CH3:16])[C:11](=[O:17])[N:10]([CH3:18])[C:9]=2[N:8]=[C:7]1[CH2:19][OH:20].CC(OI1(OC(C)=O)(OC(C)=O)OC(=O)C2C=CC=CC1=2)=O. The catalyst is C(Cl)Cl. The product is [Br:1][C:2]1[CH:3]=[C:4]([CH:21]=[CH:22][CH:23]=1)[CH2:5][N:6]1[C:14]2[C:13](=[O:15])[N:12]([CH3:16])[C:11](=[O:17])[N:10]([CH3:18])[C:9]=2[N:8]=[C:7]1[CH:19]=[O:20]. The yield is 0.706. (2) The reactants are CN(C)C=O.[F:6][C:7]1[CH:14]=[C:13]([OH:15])[CH:12]=[CH:11][C:8]=1[CH:9]=[O:10].[H-].[Na+].[N:18]1[CH:23]=[CH:22][CH:21]=[CH:20][C:19]=1[CH2:24]Cl. The catalyst is O. The product is [F:6][C:7]1[CH:14]=[C:13]([O:15][CH2:24][C:19]2[CH:20]=[CH:21][CH:22]=[CH:23][N:18]=2)[CH:12]=[CH:11][C:8]=1[CH:9]=[O:10]. The yield is 0.406. (3) The reactants are [CH2:1]([C:4]1([S:7]([NH:10][C:11]2[C:19]([NH:20][C:21]3[CH:26]=[CH:25][C:24]([I:27])=[CH:23][C:22]=3[F:28])=[C:18]([F:29])[C:14]3[N:15]=[CH:16][S:17][C:13]=3[CH:12]=2)(=[O:9])=[O:8])[CH2:6][CH2:5]1)[CH:2]=[CH2:3].C[N+]1([O-])CC[O:34]CC1.[OH2:38]. The catalyst is C1COCC1.[Os](=O)(=O)(=O)=O. The product is [OH:38][CH:2]([CH2:3][OH:34])[CH2:1][C:4]1([S:7]([NH:10][C:11]2[C:19]([NH:20][C:21]3[CH:26]=[CH:25][C:24]([I:27])=[CH:23][C:22]=3[F:28])=[C:18]([F:29])[C:14]3[N:15]=[CH:16][S:17][C:13]=3[CH:12]=2)(=[O:9])=[O:8])[CH2:6][CH2:5]1. The yield is 0.377. (4) The reactants are ClC1C=CC2SC=C(CN3CCN(C4SC(C(O)=O)=C(C)N=4)C3=O)C=2C=1.[CH3:27][C:28]1[N:29]=[C:30]([N:36]2[CH2:40][CH2:39][N:38]([CH2:41][C:42]3[CH:46]=[C:45]([CH3:47])[O:44][N:43]=3)[C:37]2=[O:48])[S:31][C:32]=1[C:33]([OH:35])=O.[NH2:49][CH2:50][C:51]1[CH:52]=[N:53][CH:54]=[CH:55][CH:56]=1. No catalyst specified. The product is [CH3:27][C:28]1[N:29]=[C:30]([N:36]2[CH2:40][CH2:39][N:38]([CH2:41][C:42]3[CH:46]=[C:45]([CH3:47])[O:44][N:43]=3)[C:37]2=[O:48])[S:31][C:32]=1[C:33]([NH:49][CH2:50][C:51]1[CH:52]=[N:53][CH:54]=[CH:55][CH:56]=1)=[O:35]. The yield is 0.570.